Task: Predict the reactants needed to synthesize the given product.. Dataset: Full USPTO retrosynthesis dataset with 1.9M reactions from patents (1976-2016) The reactants are: [Na].Cl[C:3]1[CH:8]=[C:7]([CH3:9])[N:6]=[C:5]([NH:10][C:11]2[CH:16]=[CH:15][C:14]([N:17]3[CH:21]=[C:20]([CH3:22])[N:19]=[CH:18]3)=[C:13]([O:23][CH3:24])[CH:12]=2)[N:4]=1.[O:25]1[CH2:30][CH2:29][CH:28]([OH:31])[CH2:27][CH2:26]1. Given the product [CH3:24][O:23][C:13]1[CH:12]=[C:11]([NH:10][C:5]2[N:6]=[C:7]([CH3:9])[CH:8]=[C:3]([O:31][CH:28]3[CH2:29][CH2:30][O:25][CH2:26][CH2:27]3)[N:4]=2)[CH:16]=[CH:15][C:14]=1[N:17]1[CH:21]=[C:20]([CH3:22])[N:19]=[CH:18]1, predict the reactants needed to synthesize it.